This data is from Catalyst prediction with 721,799 reactions and 888 catalyst types from USPTO. The task is: Predict which catalyst facilitates the given reaction. (1) Reactant: CC(C)([O-])C.[K+].[C:7]([C:11]1[CH:16]=[CH:15][CH:14]=[CH:13][C:12]=1[OH:17])([CH3:10])([CH3:9])[CH3:8].[CH2:18]([O:20][C:21](=[O:26])[CH:22]=[C:23](Cl)[CH3:24])[CH3:19]. Product: [CH2:18]([O:20][C:21](=[O:26])/[CH:22]=[C:23](/[O:17][C:12]1[CH:13]=[CH:14][CH:15]=[CH:16][C:11]=1[C:7]([CH3:10])([CH3:8])[CH3:9])\[CH3:24])[CH3:19]. The catalyst class is: 7. (2) Reactant: [Cl:1][C:2]1[C:16]([C:17]2[NH:21][C:20](=[O:22])[N:19]([C:23]3[CH:28]=[CH:27][C:26]([Cl:29])=[CH:25][CH:24]=3)[N:18]=2)=[CH:15][C:5]([CH2:6][NH:7][C:8](=[O:14])[C:9]([CH3:13])([CH3:12])[CH2:10]O)=[C:4]([F:30])[CH:3]=1.CCN(S(F)(F)[F:37])CC. Product: [Cl:1][C:2]1[C:16]([C:17]2[NH:21][C:20](=[O:22])[N:19]([C:23]3[CH:24]=[CH:25][C:26]([Cl:29])=[CH:27][CH:28]=3)[N:18]=2)=[CH:15][C:5]([CH2:6][NH:7][C:8](=[O:14])[C:9]([CH3:13])([CH3:12])[CH2:10][F:37])=[C:4]([F:30])[CH:3]=1. The catalyst class is: 1. (3) Reactant: Cl[CH2:2][CH2:3][CH2:4][O:5][C:6]1[CH:11]=[CH:10][C:9]([C:12]2[S:13][C:14]3[CH2:15][N:16]([C:21]([O:23][C:24]([CH3:27])([CH3:26])[CH3:25])=[O:22])[CH2:17][CH2:18][C:19]=3[N:20]=2)=[CH:8][CH:7]=1.C(=O)([O-])[O-].[K+].[K+].[I-].[Na+].[CH3:36][C@@H:37]1[CH2:41][CH2:40][CH2:39][NH:38]1. Product: [CH3:36][C@@H:37]1[CH2:41][CH2:40][CH2:39][N:38]1[CH2:2][CH2:3][CH2:4][O:5][C:6]1[CH:11]=[CH:10][C:9]([C:12]2[S:13][C:14]3[CH2:15][N:16]([C:21]([O:23][C:24]([CH3:27])([CH3:26])[CH3:25])=[O:22])[CH2:17][CH2:18][C:19]=3[N:20]=2)=[CH:8][CH:7]=1. The catalyst class is: 10. (4) Reactant: [OH-].[K+].C[Si]([C:7]#[C:8][C:9]1[CH:21]=[CH:20][C:19]2[C:18]3[C:13](=[CH:14][C:15]([C:22]#[C:23][Si](C)(C)C)=[CH:16][CH:17]=3)[CH2:12][C:11]=2[CH:10]=1)(C)C. Product: [C:22]([C:15]1[CH:16]=[CH:17][C:18]2[C:19]3[C:11](=[CH:10][C:9]([C:8]#[CH:7])=[CH:21][CH:20]=3)[CH2:12][C:13]=2[CH:14]=1)#[CH:23]. The catalyst class is: 5.